This data is from Catalyst prediction with 721,799 reactions and 888 catalyst types from USPTO. The task is: Predict which catalyst facilitates the given reaction. (1) Product: [OH:10][C:3]([C:4]1[CH:9]=[CH:8][CH:7]=[CH:6][CH:5]=1)([CH2:19][CH2:20][CH2:21][CH3:22])[C@@H:2]([NH:11][C:12](=[O:18])[O:13][C:14]([CH3:17])([CH3:16])[CH3:15])[CH3:1]. The catalyst class is: 1. Reactant: [CH3:1][C@H:2]([NH:11][C:12](=[O:18])[O:13][C:14]([CH3:17])([CH3:16])[CH3:15])[C:3](=[O:10])[C:4]1[CH:9]=[CH:8][CH:7]=[CH:6][CH:5]=1.[CH2:19]([Mg]Cl)[CH2:20][CH2:21][CH3:22].[Cl-].[NH4+]. (2) Reactant: O[Li].O.[CH2:4]([O:11][C:12]1[CH:17]=[CH:16][C:15]([C:18]2[NH:32][C:21]3=[N:22][CH:23]=[CH:24][C:25]([CH2:26][C:27]([O:29]CC)=[O:28])=[C:20]3[N:19]=2)=[CH:14][CH:13]=1)[C:5]1[CH:10]=[CH:9][CH:8]=[CH:7][CH:6]=1. Product: [CH2:4]([O:11][C:12]1[CH:13]=[CH:14][C:15]([C:18]2[NH:32][C:21]3=[N:22][CH:23]=[CH:24][C:25]([CH2:26][C:27]([OH:29])=[O:28])=[C:20]3[N:19]=2)=[CH:16][CH:17]=1)[C:5]1[CH:6]=[CH:7][CH:8]=[CH:9][CH:10]=1. The catalyst class is: 200. (3) Reactant: [Zn:1].[CH:2]1([S:5](Cl)(=[O:7])=[O:6])[CH2:4][CH2:3]1. Product: [CH:2]1([S:5]([O-:7])=[O:6])[CH2:4][CH2:3]1.[Zn+2:1].[CH:2]1([S:5]([O-:7])=[O:6])[CH2:4][CH2:3]1. The catalyst class is: 14.